This data is from Full USPTO retrosynthesis dataset with 1.9M reactions from patents (1976-2016). The task is: Predict the reactants needed to synthesize the given product. The reactants are: [Cl:1][C:2]([F:28])([F:27])[O:3][C:4]1[CH:9]=[CH:8][C:7]([NH:10][C:11](=[O:26])[C:12]2[CH:17]=[C:16](I)[C:15]([N:19]3[CH2:23][C@@H:22]([OH:24])[C@H:21]([OH:25])[CH2:20]3)=[N:14][CH:13]=2)=[CH:6][CH:5]=1.[CH3:29][C:30]1[C:35](B2OC(C)(C)C(C)(C)O2)=[CH:34][N:33]=[CH:32][N:31]=1.C([O-])([O-])=O.[K+].[K+]. Given the product [Cl:1][C:2]([F:28])([F:27])[O:3][C:4]1[CH:9]=[CH:8][C:7]([NH:10][C:11](=[O:26])[C:12]2[CH:17]=[C:16]([C:35]3[C:30]([CH3:29])=[N:31][CH:32]=[N:33][CH:34]=3)[C:15]([N:19]3[CH2:23][C@@H:22]([OH:24])[C@H:21]([OH:25])[CH2:20]3)=[N:14][CH:13]=2)=[CH:6][CH:5]=1, predict the reactants needed to synthesize it.